Dataset: Reaction yield outcomes from USPTO patents with 853,638 reactions. Task: Predict the reaction yield, written as a fraction of the theoretical maximum amount of product (1.0 means a 100% yield; for example, 0.34 means a 34% yield). (1) The reactants are [NH:1]1[C:9]2[C:4](=[CH:5][CH:6]=[CH:7][CH:8]=2)[CH:3]=[CH:2]1.[H-].[Na+].Br[CH:13]([CH3:18])[C:14]([O:16][CH3:17])=[O:15]. The catalyst is CN(C=O)C.O. The product is [N:1]1([CH:13]([CH3:18])[C:14]([O:16][CH3:17])=[O:15])[C:9]2[C:4](=[CH:5][CH:6]=[CH:7][CH:8]=2)[CH:3]=[CH:2]1. The yield is 0.810. (2) The reactants are C([O:5][NH:6][C:7]([C:9]1[C:14]([NH:15][C:16]2[CH:21]=[CH:20][C:19]([Br:22])=[CH:18][C:17]=2[F:23])=[C:13]([F:24])[C:12](=[O:25])[N:11]([CH3:26])[CH:10]=1)=[O:8])(C)(C)C.C(O)(C(F)(F)F)=O. No catalyst specified. The product is [OH:5][NH:6][C:7]([C:9]1[C:14]([NH:15][C:16]2[CH:21]=[CH:20][C:19]([Br:22])=[CH:18][C:17]=2[F:23])=[C:13]([F:24])[C:12](=[O:25])[N:11]([CH3:26])[CH:10]=1)=[O:8]. The yield is 0.330. (3) The reactants are [O:1]1[CH2:6][CH2:5][N:4]([C:7](=O)[CH2:8][O:9][CH:10]2[CH2:15][CH2:14][N:13]([C:16]([O:18][C:19]([CH3:22])([CH3:21])[CH3:20])=[O:17])[CH2:12][CH2:11]2)[CH2:3][CH2:2]1. The catalyst is C1COCC1. The product is [O:1]1[CH2:6][CH2:5][N:4]([CH2:7][CH2:8][O:9][CH:10]2[CH2:11][CH2:12][N:13]([C:16]([O:18][C:19]([CH3:22])([CH3:21])[CH3:20])=[O:17])[CH2:14][CH2:15]2)[CH2:3][CH2:2]1. The yield is 0.770. (4) The reactants are [F:1][C:2]1[CH:3]=[C:4]([CH:24]=[CH:25][C:26]=1[F:27])[CH2:5][C@H:6]1[CH2:11][C@@H:10]([C:12](=[O:19])[CH2:13][C:14](OCC)=[O:15])[CH2:9][CH2:8][N:7]1[C:20]([O:22][CH3:23])=[O:21].[OH-].[Na+].[NH2:30]O.Cl. The catalyst is CO.O. The product is [F:1][C:2]1[CH:3]=[C:4]([CH:24]=[CH:25][C:26]=1[F:27])[CH2:5][C@H:6]1[CH2:11][C@@H:10]([C:12]2[O:19][NH:30][C:14](=[O:15])[CH:13]=2)[CH2:9][CH2:8][N:7]1[C:20]([O:22][CH3:23])=[O:21]. The yield is 0.660. (5) The reactants are [Cl:1][C:2]1[CH:15]=[CH:14][C:5]([C:6]([NH:8][NH:9][C:10](=[O:13])[CH2:11][Cl:12])=O)=[CH:4][CH:3]=1.P(Cl)(Cl)(Cl)=O. The catalyst is C(#N)C. The product is [Cl:12][CH2:11][C:10]1[O:13][C:6]([C:5]2[CH:14]=[CH:15][C:2]([Cl:1])=[CH:3][CH:4]=2)=[N:8][N:9]=1. The yield is 0.820. (6) The reactants are Br[C:2]1[N:3]=[C:4]2[C:10]([C:11]([C:13]3([CH3:19])[CH2:18][CH2:17][CH2:16][CH2:15][CH2:14]3)=[O:12])=[CH:9][NH:8][C:5]2=[N:6][CH:7]=1.[N:20]1([C:25]2[CH:26]=[C:27](B(O)O)[CH:28]=[CH:29][CH:30]=2)[CH2:24][CH2:23][CH2:22][CH2:21]1.C([O-])([O-])=O.[K+].[K+].O1CCOCC1. The catalyst is O. The product is [CH3:19][C:13]1([C:11]([C:10]2[C:4]3[C:5](=[N:6][CH:7]=[C:2]([C:27]4[CH:28]=[CH:29][CH:30]=[C:25]([N:20]5[CH2:21][CH2:22][CH2:23][CH2:24]5)[CH:26]=4)[N:3]=3)[NH:8][CH:9]=2)=[O:12])[CH2:18][CH2:17][CH2:16][CH2:15][CH2:14]1. The yield is 0.610. (7) The reactants are [CH3:1][O:2][C:3](=[O:41])[C:4]1[CH:9]=[CH:8][C:7]([CH2:10][N:11]2[CH:15]=[C:14]([C:16]3[CH:21]=[CH:20][C:19]([Cl:22])=[CH:18][C:17]=3[Cl:23])[N:13]=[C:12]2[NH:24][C:25]2[CH:30]=[CH:29][C:28]([C:31]3[CH:36]=[CH:35][CH:34]=[C:33]([C:37]([F:40])([F:39])[F:38])[CH:32]=3)=[CH:27][CH:26]=2)=[CH:6][CH:5]=1.I[CH3:43]. No catalyst specified. The product is [CH3:1][O:2][C:3](=[O:41])[C:4]1[CH:9]=[CH:8][C:7]([CH2:10][N:11]2[CH:15]=[C:14]([C:16]3[CH:21]=[CH:20][C:19]([Cl:22])=[CH:18][C:17]=3[Cl:23])[N:13]=[C:12]2[N:24]([CH3:43])[C:25]2[CH:30]=[CH:29][C:28]([C:31]3[CH:36]=[CH:35][CH:34]=[C:33]([C:37]([F:39])([F:38])[F:40])[CH:32]=3)=[CH:27][CH:26]=2)=[CH:6][CH:5]=1. The yield is 0.630.